This data is from TCR-epitope binding with 47,182 pairs between 192 epitopes and 23,139 TCRs. The task is: Binary Classification. Given a T-cell receptor sequence (or CDR3 region) and an epitope sequence, predict whether binding occurs between them. (1) The epitope is FTISVTTEIL. The TCR CDR3 sequence is CASSFTGARTDTQYF. Result: 0 (the TCR does not bind to the epitope). (2) The epitope is ATDALMTGY. The TCR CDR3 sequence is CASRSGTSNTGELFF. Result: 1 (the TCR binds to the epitope). (3) The epitope is MLNIPSINV. The TCR CDR3 sequence is CASSLTTPEAFF. Result: 0 (the TCR does not bind to the epitope).